This data is from hERG Central: cardiac toxicity at 1µM, 10µM, and general inhibition. The task is: Predict hERG channel inhibition at various concentrations. (1) The molecule is Cc1ccc(S(=O)(=O)N2CCCCC2)c2nsnc12. Results: hERG_inhib (hERG inhibition (general)): blocker. (2) The drug is N=c1c(S(=O)(=O)c2ccccc2)cc2c(=O)n3ccccc3nc2n1Cc1cccnc1. Results: hERG_inhib (hERG inhibition (general)): blocker. (3) The compound is NC(=O)C1CCN(c2oc(-c3ccccc3)nc2S(=O)(=O)c2ccc(Br)cc2)CC1. Results: hERG_inhib (hERG inhibition (general)): blocker. (4) The molecule is Cc1ccc(SCCc2cc[n+](CC(=O)c3ccccc3)cc2)cc1. Results: hERG_inhib (hERG inhibition (general)): blocker. (5) The compound is O=C(COc1ccc(Cl)cc1)N1CCN(C(=O)c2cccs2)CC1. Results: hERG_inhib (hERG inhibition (general)): blocker. (6) The compound is COc1ccc(C(CNC(=O)C(C)(C)Oc2ccc(Cl)cc2)N2CCCC2)cc1. Results: hERG_inhib (hERG inhibition (general)): blocker. (7) The compound is Cc1ccc(-n2c(SCC(=O)NCc3cccs3)nnc2-c2ccoc2C)cc1. Results: hERG_inhib (hERG inhibition (general)): blocker. (8) The molecule is O=C(Nc1cccc2oc(=O)ccc12)c1ccc([N+](=O)[O-])cc1[N+](=O)[O-]. Results: hERG_inhib (hERG inhibition (general)): blocker. (9) The molecule is CCCN1CCN(C(=O)CCc2nnc3ccc(N4CCN(c5cccc(OC)c5)CC4)nn23)CC1. Results: hERG_inhib (hERG inhibition (general)): blocker.